This data is from Forward reaction prediction with 1.9M reactions from USPTO patents (1976-2016). The task is: Predict the product of the given reaction. (1) Given the reactants [CH:1]1[C:4]2[CH:5]=[CH:6][C:7]([CH:9]3[CH2:14][CH:13]4[CH2:15][CH:10]3[CH:11]=[CH:12]4)=[CH:8][C:3]=2[CH:2]=1.[CH2:16]1[CH:20]2[CH:19]3[CH:18]=[CH:17][CH:16]([CH:19]2[CH:18]=[CH:17]1)[CH2:20]3.C=CCCCC.C(OCC)=C, predict the reaction product. The product is: [CH:14]1[CH2:13][CH:15]=[CH:10][CH:9]=1.[CH:20]1[CH2:19][CH:18]=[CH:17][CH:16]=1.[CH:1]1[C:4]2[CH:5]=[CH:6][C:7]([CH:9]3[CH2:14][CH:13]4[CH2:15][CH:10]3[CH:11]=[CH:12]4)=[CH:8][C:3]=2[CH:2]=1. (2) Given the reactants B(Br)(Br)Br.[Cl:5][C:6]1[CH:7]=[C:8]([CH:48]=[CH:49][C:50]=1[Cl:51])[CH:9]=[C:10]1[S:14][C:13](=[O:15])[N:12]([CH2:16][C:17]2[CH:22]=[C:21]([O:23]CC3C=CC=CC=3)[C:20]([O:31]CC3C=CC=CC=3)=[C:19]([O:39]CC3C=CC=CC=3)[CH:18]=2)[C:11]1=[O:47].O, predict the reaction product. The product is: [Cl:5][C:6]1[CH:7]=[C:8]([CH:48]=[CH:49][C:50]=1[Cl:51])[CH:9]=[C:10]1[S:14][C:13](=[O:15])[N:12]([CH2:16][C:17]2[CH:18]=[C:19]([OH:39])[C:20]([OH:31])=[C:21]([OH:23])[CH:22]=2)[C:11]1=[O:47]. (3) The product is: [C:43]([O:42][C:40](=[O:41])[CH2:39][N:10]1[C@H:9]([C:6]2[CH:7]=[CH:8][C:3]([C:1]#[N:2])=[CH:4][CH:5]=2)[C:14]([C:15]([O:17][CH2:18][CH3:19])=[O:16])=[C:13]([CH3:20])[N:12]([C:21]2[CH:26]=[CH:25][CH:24]=[C:23]([C:27]([F:28])([F:30])[F:29])[CH:22]=2)[C:11]1=[O:31])([CH3:46])([CH3:45])[CH3:44]. Given the reactants [C:1]([C:3]1[CH:8]=[CH:7][C:6]([C@@H:9]2[C:14]([C:15]([O:17][CH2:18][CH3:19])=[O:16])=[C:13]([CH3:20])[N:12]([C:21]3[CH:26]=[CH:25][CH:24]=[C:23]([C:27]([F:30])([F:29])[F:28])[CH:22]=3)[C:11](=[O:31])[NH:10]2)=[CH:5][CH:4]=1)#[N:2].C(=O)([O-])[O-].[K+].[K+].Br[CH2:39][C:40]([O:42][C:43]([CH3:46])([CH3:45])[CH3:44])=[O:41], predict the reaction product. (4) Given the reactants Cl[C:2]1[C:11]2[C:6](=[CH:7][CH:8]=[C:9]([N+:12]([O-])=O)[CH:10]=2)[N:5]=[CH:4][C:3]=1[C:15]#[N:16].[NH2:17][C:18]1[CH:26]=[CH:25][C:21]([C:22]([NH2:24])=[O:23])=[CH:20][CH:19]=1.O.O.[Sn](Cl)(Cl)(Cl)Cl, predict the reaction product. The product is: [NH2:12][C:9]1[CH:10]=[C:11]2[C:6](=[CH:7][CH:8]=1)[N:5]=[CH:4][C:3]([C:15]#[N:16])=[C:2]2[NH:17][C:18]1[CH:26]=[CH:25][C:21]([C:22]([NH2:24])=[O:23])=[CH:20][CH:19]=1. (5) Given the reactants N1C=CC=C1.[CH2:6]([NH2:12])[CH2:7][CH2:8][CH2:9][CH2:10][CH3:11].[OH:13][C:14]1[CH:19]=[CH:18][C:17]([C:20](=O)[CH2:21][CH2:22][C:23]([C:25]2[CH:33]=[CH:32][C:28]([C:29]([OH:31])=[O:30])=[CH:27][CH:26]=2)=O)=[CH:16][CH:15]=1, predict the reaction product. The product is: [CH2:6]([N:12]1[C:20]([C:17]2[CH:18]=[CH:19][C:14]([OH:13])=[CH:15][CH:16]=2)=[CH:21][CH:22]=[C:23]1[C:25]1[CH:33]=[CH:32][C:28]([C:29]([OH:31])=[O:30])=[CH:27][CH:26]=1)[CH2:7][CH2:8][CH2:9][CH2:10][CH3:11]. (6) Given the reactants [NH2:1][C:2]1[CH:7]=[N:6][CH:5]=[C:4]([Cl:8])[N:3]=1.CC#N.N1C=CC=CC=1.[C:18]1([O:24][C:25](Cl)=[O:26])[CH:23]=[CH:22][CH:21]=[CH:20][CH:19]=1, predict the reaction product. The product is: [Cl:8][C:4]1[N:3]=[C:2]([NH:1][C:25](=[O:26])[O:24][C:18]2[CH:23]=[CH:22][CH:21]=[CH:20][CH:19]=2)[CH:7]=[N:6][CH:5]=1. (7) Given the reactants [ClH:1].C([O:15][C:16]([C:18]1[N:19]2[C@H:22]([S:23][CH2:24][C:25]=1[CH2:26]SCCNC1C3C(=CC(Cl)=CC=3)N=CC=1)[C@H:21]([NH:42]C(OC(C)(C)C)=O)[C:20]2=[O:50])=[O:17])(C1C=CC=CC=1)C1C=CC=CC=1, predict the reaction product. The product is: [NH2:42][C@@H:21]1[C:20](=[O:50])[N:19]2[C@@H:22]1[S:23][CH2:24][C:25]([CH2:26][Cl:1])=[C:18]2[C:16]([OH:15])=[O:17]. (8) The product is: [CH2:1]([O:8][C:9]([NH:11][C@@H:12]([CH2:20][S:21][CH2:22][C@H:23]([O:26][C:36](=[O:37])[NH:35][CH2:27][CH2:28][CH2:29][CH2:30][CH2:31][CH2:32][CH2:33][CH3:34])[CH2:24][O:25][C:36](=[O:37])[NH:35][CH2:27][CH2:28][CH2:29][CH2:30][CH2:31][CH2:32][CH2:33][CH3:34])[C:13]([O:15][C:16]([CH3:17])([CH3:18])[CH3:19])=[O:14])=[O:10])[C:2]1[CH:3]=[CH:4][CH:5]=[CH:6][CH:7]=1. Given the reactants [CH2:1]([O:8][C:9]([NH:11][C@@H:12]([CH2:20][S:21][CH2:22][C@H:23]([OH:26])[CH2:24][OH:25])[C:13]([O:15][C:16]([CH3:19])([CH3:18])[CH3:17])=[O:14])=[O:10])[C:2]1[CH:7]=[CH:6][CH:5]=[CH:4][CH:3]=1.[CH2:27]([N:35]=[C:36]=[O:37])[CH2:28][CH2:29][CH2:30][CH2:31][CH2:32][CH2:33][CH3:34], predict the reaction product. (9) Given the reactants C([O:8][C:9]1[CH:14]=[CH:13][C:12]([C:15]2[C:16](=[O:29])[N:17]([CH3:28])[C:18]([CH2:21][CH:22]3[CH2:27][CH2:26][CH2:25][CH2:24][CH2:23]3)=[N:19][CH:20]=2)=[CH:11][C:10]=1[F:30])C1C=CC=CC=1, predict the reaction product. The product is: [CH:22]1([CH2:21][C:18]2[N:17]([CH3:28])[C:16](=[O:29])[C:15]([C:12]3[CH:13]=[CH:14][C:9]([OH:8])=[C:10]([F:30])[CH:11]=3)=[CH:20][N:19]=2)[CH2:27][CH2:26][CH2:25][CH2:24][CH2:23]1.